This data is from Forward reaction prediction with 1.9M reactions from USPTO patents (1976-2016). The task is: Predict the product of the given reaction. (1) Given the reactants [F:1][C:2]1[CH:7]=[CH:6][C:5](B(O)O)=[CH:4][CH:3]=1.C1(P(C2CCCCC2)C2C=CC=CC=2C2C(OC)=CC=CC=2OC)CCCCC1.C(=O)([O-])[O-].[Na+].[Na+].Br[C:47]1[CH:54]=[CH:53][C:50]([CH:51]=[O:52])=[C:49]([F:55])[C:48]=1[F:56], predict the reaction product. The product is: [F:56][C:48]1[C:49]([F:55])=[C:50]([CH:51]=[O:52])[CH:53]=[CH:54][C:47]=1[C:5]1[CH:6]=[CH:7][C:2]([F:1])=[CH:3][CH:4]=1. (2) Given the reactants C(=O)([O-])[O-].[K+].[K+].Cl.[NH2:8][OH:9].[Br:10][C:11]1[C:12]([S:17](Cl)(=[O:19])=[O:18])=[N:13][CH:14]=[CH:15][CH:16]=1.S(Cl)(Cl)(=O)=O, predict the reaction product. The product is: [Br:10][C:11]1[C:12]([S:17]([NH:8][OH:9])(=[O:19])=[O:18])=[N:13][CH:14]=[CH:15][CH:16]=1. (3) Given the reactants [F:1][C:2]1[CH:7]=[CH:6][C:5]([OH:8])=[CH:4][CH:3]=1.Cl[C:10]1[N:11]=[C:12]([OH:20])[C:13]2[CH:19]=[CH:18][N:17]=[CH:16][C:14]=2[N:15]=1, predict the reaction product. The product is: [F:1][C:2]1[CH:7]=[CH:6][C:5]([O:8][C:10]2[N:11]=[C:12]([OH:20])[C:13]3[CH:19]=[CH:18][N:17]=[CH:16][C:14]=3[N:15]=2)=[CH:4][CH:3]=1. (4) Given the reactants [Cl:1][C:2]1[CH:3]=[C:4]2[C:9](=[CH:10][C:11]=1[S:12][CH2:13][CH:14]([CH3:16])[CH3:15])[O:8][CH:7]([C:17]([F:20])([F:19])[F:18])[C:6]([C:21]([OH:23])=[O:22])=[CH:5]2.[OH:24]OS([O-])=O.[K+].[CH3:30][C:31](C)=O, predict the reaction product. The product is: [Cl:1][C:2]1[CH:3]=[C:4]2[C:9](=[CH:10][C:11]=1[S:12]([CH2:13][CH:14]([CH3:16])[CH3:15])=[O:24])[O:8][CH:7]([C:17]([F:20])([F:19])[F:18])[C:6]([C:21]([O:23][CH2:30][CH3:31])=[O:22])=[CH:5]2. (5) Given the reactants Br[C:2]1[CH:11]=[CH:10][C:9]2[N:8]=[CH:7][C:6]3[N:12]([CH3:23])[C:13](=[O:22])[N:14]([C:15]4[C:16]([CH3:21])=[N:17][N:18]([CH3:20])[CH:19]=4)[C:5]=3[C:4]=2[CH:3]=1.[CH2:24]([O:26][C:27]1[CH:28]=[C:29](B(O)O)[CH:30]=[CH:31][CH:32]=1)[CH3:25], predict the reaction product. The product is: [CH3:20][N:18]1[CH:19]=[C:15]([N:14]2[C:5]3[C:4]4[CH:3]=[C:2]([C:31]5[CH:30]=[CH:29][CH:28]=[C:27]([O:26][CH2:24][CH3:25])[CH:32]=5)[CH:11]=[CH:10][C:9]=4[N:8]=[CH:7][C:6]=3[N:12]([CH3:23])[C:13]2=[O:22])[C:16]([CH3:21])=[N:17]1. (6) Given the reactants [C:1]([O:5][C:6]([N:8]1[CH2:13][CH2:12][NH:11][CH2:10][CH2:9]1)=[O:7])([CH3:4])([CH3:3])[CH3:2].[Br:14][C:15]1[CH:20]=[CH:19][C:18]([S:21](Cl)(=[O:23])=[O:22])=[CH:17][C:16]=1[C:25]([F:28])([F:27])[F:26], predict the reaction product. The product is: [C:1]([O:5][C:6]([N:8]1[CH2:13][CH2:12][N:11]([S:21]([C:18]2[CH:19]=[CH:20][C:15]([Br:14])=[C:16]([C:25]([F:28])([F:26])[F:27])[CH:17]=2)(=[O:23])=[O:22])[CH2:10][CH2:9]1)=[O:7])([CH3:4])([CH3:2])[CH3:3].